Dataset: Peptide-MHC class I binding affinity with 185,985 pairs from IEDB/IMGT. Task: Regression. Given a peptide amino acid sequence and an MHC pseudo amino acid sequence, predict their binding affinity value. This is MHC class I binding data. (1) The peptide sequence is RQTALFLLK. The MHC is Mamu-B8301 with pseudo-sequence Mamu-B8301. The binding affinity (normalized) is 0.927. (2) The peptide sequence is YIRNTLTEKI. The MHC is HLA-A02:01 with pseudo-sequence HLA-A02:01. The binding affinity (normalized) is 0.0245. (3) The MHC is HLA-B35:01 with pseudo-sequence HLA-B35:01. The binding affinity (normalized) is 0.0847. The peptide sequence is IHDFVDKTL. (4) The peptide sequence is GLPESTPSL. The MHC is HLA-A02:03 with pseudo-sequence HLA-A02:03. The binding affinity (normalized) is 0.714. (5) The peptide sequence is SYGNANVSF. The MHC is HLA-A26:01 with pseudo-sequence HLA-A26:01. The binding affinity (normalized) is 0.0847. (6) The peptide sequence is MFLAMITYI. The MHC is HLA-A29:02 with pseudo-sequence HLA-A29:02. The binding affinity (normalized) is 0.231. (7) The peptide sequence is DLLENLQAY. The MHC is HLA-A30:01 with pseudo-sequence HLA-A30:01. The binding affinity (normalized) is 0.0847.